Dataset: NCI-60 drug combinations with 297,098 pairs across 59 cell lines. Task: Regression. Given two drug SMILES strings and cell line genomic features, predict the synergy score measuring deviation from expected non-interaction effect. (1) Drug 1: CNC(=O)C1=CC=CC=C1SC2=CC3=C(C=C2)C(=NN3)C=CC4=CC=CC=N4. Drug 2: COC1=CC(=CC(=C1O)OC)C2C3C(COC3=O)C(C4=CC5=C(C=C24)OCO5)OC6C(C(C7C(O6)COC(O7)C8=CC=CS8)O)O. Cell line: OVCAR-4. Synergy scores: CSS=-6.33, Synergy_ZIP=-1.10, Synergy_Bliss=-6.10, Synergy_Loewe=-5.17, Synergy_HSA=-5.11. (2) Drug 2: CCC1(C2=C(COC1=O)C(=O)N3CC4=CC5=C(C=CC(=C5CN(C)C)O)N=C4C3=C2)O.Cl. Cell line: SK-OV-3. Drug 1: COC1=C2C(=CC3=C1OC=C3)C=CC(=O)O2. Synergy scores: CSS=7.69, Synergy_ZIP=-6.96, Synergy_Bliss=-10.9, Synergy_Loewe=-18.4, Synergy_HSA=-9.78. (3) Drug 1: CC1=C(C(=CC=C1)Cl)NC(=O)C2=CN=C(S2)NC3=CC(=NC(=N3)C)N4CCN(CC4)CCO. Drug 2: CNC(=O)C1=NC=CC(=C1)OC2=CC=C(C=C2)NC(=O)NC3=CC(=C(C=C3)Cl)C(F)(F)F. Cell line: MCF7. Synergy scores: CSS=11.8, Synergy_ZIP=-3.91, Synergy_Bliss=-1.28, Synergy_Loewe=-8.26, Synergy_HSA=-2.62. (4) Drug 1: CS(=O)(=O)C1=CC(=C(C=C1)C(=O)NC2=CC(=C(C=C2)Cl)C3=CC=CC=N3)Cl. Drug 2: CC1=C(C(=CC=C1)Cl)NC(=O)C2=CN=C(S2)NC3=CC(=NC(=N3)C)N4CCN(CC4)CCO. Cell line: A549. Synergy scores: CSS=41.2, Synergy_ZIP=9.11, Synergy_Bliss=11.1, Synergy_Loewe=-8.92, Synergy_HSA=12.1. (5) Drug 1: CC1=C(C(=CC=C1)Cl)NC(=O)C2=CN=C(S2)NC3=CC(=NC(=N3)C)N4CCN(CC4)CCO. Cell line: HL-60(TB). Drug 2: CC1CCC2CC(C(=CC=CC=CC(CC(C(=O)C(C(C(=CC(C(=O)CC(OC(=O)C3CCCCN3C(=O)C(=O)C1(O2)O)C(C)CC4CCC(C(C4)OC)OCCO)C)C)O)OC)C)C)C)OC. Synergy scores: CSS=13.0, Synergy_ZIP=1.72, Synergy_Bliss=4.13, Synergy_Loewe=6.08, Synergy_HSA=3.60. (6) Drug 1: CC1=CC2C(CCC3(C2CCC3(C(=O)C)OC(=O)C)C)C4(C1=CC(=O)CC4)C. Drug 2: CC(C)NC(=O)C1=CC=C(C=C1)CNNC.Cl. Cell line: SF-539. Synergy scores: CSS=-2.04, Synergy_ZIP=0.0918, Synergy_Bliss=-2.26, Synergy_Loewe=-2.39, Synergy_HSA=-2.41. (7) Drug 1: CCCCCOC(=O)NC1=NC(=O)N(C=C1F)C2C(C(C(O2)C)O)O. Drug 2: B(C(CC(C)C)NC(=O)C(CC1=CC=CC=C1)NC(=O)C2=NC=CN=C2)(O)O. Cell line: MCF7. Synergy scores: CSS=26.5, Synergy_ZIP=-7.59, Synergy_Bliss=-1.60, Synergy_Loewe=-68.8, Synergy_HSA=-4.41.